Dataset: Reaction yield outcomes from USPTO patents with 853,638 reactions. Task: Predict the reaction yield, written as a fraction of the theoretical maximum amount of product (1.0 means a 100% yield; for example, 0.34 means a 34% yield). (1) The reactants are Br[CH2:2][CH:3]=[CH:4][C:5]([N:7]1[CH2:19][C:18]2[S:17][C:16]3[N:15]=[CH:14][N:13]=[C:12]([NH:20][C:21]4[CH:26]=[CH:25][C:24]([F:27])=[C:23]([Cl:28])[CH:22]=4)[C:11]=3[C:10]=2[CH2:9][CH2:8]1)=[O:6].[CH:29]([NH:32][CH3:33])([CH3:31])[CH3:30].CCN(C(C)C)C(C)C.CO.ClCCl. The catalyst is ClCCl.CN(C=O)C.CC#N.O. The product is [Cl:28][C:23]1[CH:22]=[C:21]([NH:20][C:12]2[C:11]3[C:10]4[CH2:9][CH2:8][N:7]([C:5](=[O:6])/[CH:4]=[CH:3]/[CH2:2][N:32]([CH:29]([CH3:31])[CH3:30])[CH3:33])[CH2:19][C:18]=4[S:17][C:16]=3[N:15]=[CH:14][N:13]=2)[CH:26]=[CH:25][C:24]=1[F:27]. The yield is 0.190. (2) The yield is 0.990. The product is [Br:7][C:8]1[CH:13]=[CH:12][C:11]([S:14]([NH:5][CH2:4][CH2:3][N:2]([CH3:6])[CH3:1])(=[O:16])=[O:15])=[CH:10][CH:9]=1. The reactants are [CH3:1][N:2]([CH3:6])[CH2:3][CH2:4][NH2:5].[Br:7][C:8]1[CH:13]=[CH:12][C:11]([S:14](Cl)(=[O:16])=[O:15])=[CH:10][CH:9]=1. The catalyst is O1CCCC1. (3) The reactants are Cl[C:2]1[CH:9]=[CH:8][C:5]([C:6]#[N:7])=[CH:4][C:3]=1[N+:10]([O-:12])=[O:11].[Cl:13][C:14]1[CH:19]=[CH:18][C:17]([Cl:20])=[CH:16][C:15]=1[SH:21].C([O-])([O-])=O.[K+].[K+]. The catalyst is C1COCC1. The product is [Cl:13][C:14]1[CH:19]=[CH:18][C:17]([Cl:20])=[CH:16][C:15]=1[S:21][C:2]1[CH:9]=[CH:8][C:5]([C:6]#[N:7])=[CH:4][C:3]=1[N+:10]([O-:12])=[O:11]. The yield is 0.664.